From a dataset of Full USPTO retrosynthesis dataset with 1.9M reactions from patents (1976-2016). Predict the reactants needed to synthesize the given product. (1) Given the product [Br:1][C:2]1[CH:3]=[C:4]2[C:9](=[CH:10][CH:11]=1)[O:8][CH:7]([C:12]1[CH:17]=[CH:16][CH:15]=[CH:14][N:13]=1)[CH2:6][C:5]2=[N:25][C:19]#[N:20], predict the reactants needed to synthesize it. The reactants are: [Br:1][C:2]1[CH:3]=[C:4]2[C:9](=[CH:10][CH:11]=1)[O:8][CH:7]([C:12]1[CH:17]=[CH:16][CH:15]=[CH:14][N:13]=1)[CH2:6][C:5]2=O.[C:19](=[N:25][Si](C)(C)C)=[N:20][Si](C)(C)C. (2) Given the product [CH2:1]([O:8][C:9]1[C:10]([C:30]([N:32]([CH2:36][CH2:37][OH:38])[CH:33]([CH3:35])[CH3:34])=[O:31])=[N:11][C:12]([CH2:16][C:17]2([C:22]3[CH:27]=[CH:26][C:25]([Cl:28])=[C:24]([Cl:29])[CH:23]=3)[CH2:21][CH2:20][CH2:19][CH2:18]2)=[N:13][C:14]=1[OH:15])[C:2]1[CH:7]=[CH:6][CH:5]=[CH:4][CH:3]=1, predict the reactants needed to synthesize it. The reactants are: [CH2:1]([O:8][C:9]1[C:10]([C:30]([N:32]([CH2:36][CH2:37][O:38][Si](C(C)(C)C)(C)C)[CH:33]([CH3:35])[CH3:34])=[O:31])=[N:11][C:12]([CH2:16][C:17]2([C:22]3[CH:27]=[CH:26][C:25]([Cl:28])=[C:24]([Cl:29])[CH:23]=3)[CH2:21][CH2:20][CH2:19][CH2:18]2)=[N:13][C:14]=1[OH:15])[C:2]1[CH:7]=[CH:6][CH:5]=[CH:4][CH:3]=1.OCCN(C(C)C)C(C1C(OCC2C=CC=CC=2)=C(O)N=C(CC2(C3C=CC(C(F)(F)F)=CC=3)CCCC2)N=1)=O. (3) Given the product [N:32]1([C:29]2[CH:28]=[CH:27][C:26]([C:24]3[CH:25]=[C:20]([O:19][C@@H:17]([C@H:13]4[CH2:12][NH:11][C:15](=[O:16])[CH2:14]4)[CH3:18])[C:21]4[N:22]([N:41]=[CH:42][CH:43]=4)[CH:23]=3)=[N:31][CH:30]=2)[CH2:37][CH2:36][NH:35][CH2:34][CH2:33]1, predict the reactants needed to synthesize it. The reactants are: COC1C=CC([C@H]([N:11]2[C:15](=[O:16])[CH2:14][C@@H:13]([C@H:17]([O:19][C:20]3[C:21]4[N:22]([N:41]=[CH:42][CH:43]=4)[CH:23]=[C:24]([C:26]4[N:31]=[CH:30][C:29]([N:32]5[CH2:37][CH2:36][N:35](C([O-])=O)[CH2:34][CH2:33]5)=[CH:28][CH:27]=4)[CH:25]=3)[CH3:18])[CH2:12]2)C)=CC=1. (4) The reactants are: [CH3:1][O:2][C:3]1[CH:8]=[CH:7][C:6]([S:9]([CH:12]2[S:16][C:15](=[O:17])[NH:14][C:13]2=[O:18])(=[O:11])=[O:10])=[CH:5][CH:4]=1.Br[CH2:20][C:21]1[CH:26]=[CH:25][C:24]([C:27]2[CH:32]=[CH:31][CH:30]=[CH:29][CH:28]=2)=[CH:23][CH:22]=1.C(OCC)C. Given the product [C:21]1([CH2:20][C:12]2([S:9]([C:6]3[CH:7]=[CH:8][C:3]([O:2][CH3:1])=[CH:4][CH:5]=3)(=[O:10])=[O:11])[S:16][C:15](=[O:17])[NH:14][C:13]2=[O:18])[CH:22]=[CH:23][C:24]([C:27]2[CH:32]=[CH:31][CH:30]=[CH:29][CH:28]=2)=[CH:25][CH:26]=1, predict the reactants needed to synthesize it. (5) Given the product [C:54]([N:57]1[CH2:62][CH2:61][CH:60]([O:15][C:16]2[CH:17]=[CH:18][C:19]([C@@H:22]3[O:27][CH2:26][CH2:25][N:24]([CH2:28][C:29]4[CH:30]=[CH:31][CH:32]=[CH:33][CH:34]=4)[CH2:23]3)=[CH:20][CH:21]=2)[CH2:59][CH2:58]1)(=[O:56])[CH3:55], predict the reactants needed to synthesize it. The reactants are: CC(OC(/N=N/C(OC(C)C)=O)=O)C.[OH:15][C:16]1[CH:21]=[CH:20][C:19]([C@@H:22]2[O:27][CH2:26][CH2:25][N:24]([CH2:28][C:29]3[CH:34]=[CH:33][CH:32]=[CH:31][CH:30]=3)[CH2:23]2)=[CH:18][CH:17]=1.C1(P(C2C=CC=CC=2)C2C=CC=CC=2)C=CC=CC=1.[C:54]([N:57]1[CH2:62][CH2:61][CH:60](O)[CH2:59][CH2:58]1)(=[O:56])[CH3:55]. (6) Given the product [CH3:19][S:20]([NH:1][CH2:2][CH2:3][NH:4][C:5](=[O:11])[O:6][C:7]([CH3:8])([CH3:10])[CH3:9])(=[O:22])=[O:21], predict the reactants needed to synthesize it. The reactants are: [NH2:1][CH2:2][CH2:3][NH:4][C:5](=[O:11])[O:6][C:7]([CH3:10])([CH3:9])[CH3:8].C(N(CC)CC)C.[CH3:19][S:20](Cl)(=[O:22])=[O:21]. (7) Given the product [CH2:24]([N:27]1[C:35]2[C:30](=[C:31]3[O:39][CH2:38][CH2:37][O:36][C:32]3=[CH:33][CH:34]=2)[C:29]([CH2:40][CH2:41][NH2:43])=[CH:28]1)[CH2:25][CH3:26], predict the reactants needed to synthesize it. The reactants are: C(OC1C(F)=CC=C2C=1C(CCN(C)C)=CN2)C1C=CC=CC=1.[CH2:24]([N:27]1[C:35]2[C:30](=[C:31]3[O:39][CH2:38][CH2:37][O:36][C:32]3=[CH:33][CH:34]=2)[C:29]([CH2:40][C:41]([NH2:43])=O)=[CH:28]1)[CH2:25][CH3:26]. (8) Given the product [NH2:14][C:9]1[CH:10]=[CH:11][CH:12]=[C:13]2[C:8]=1[C:7](=[O:17])[C:6]1([NH:18][C:19](=[O:26])[C:20](=[O:25])[CH2:21][CH:22]([CH3:23])[CH3:24])[C:5]3[CH:27]=[CH:28][C:29]([CH:31]([CH3:33])[CH3:32])=[CH:30][C:4]=3[O:3][C:2]12[OH:1], predict the reactants needed to synthesize it. The reactants are: [OH:1][C:2]12[C:13]3[C:8](=[C:9]([N+:14]([O-])=O)[CH:10]=[CH:11][CH:12]=3)[C:7](=[O:17])[C:6]1([NH:18][C:19](=[O:26])[C:20](=[O:25])[CH2:21][CH:22]([CH3:24])[CH3:23])[C:5]1[CH:27]=[CH:28][C:29]([CH:31]([CH3:33])[CH3:32])=[CH:30][C:4]=1[O:3]2.